From a dataset of Full USPTO retrosynthesis dataset with 1.9M reactions from patents (1976-2016). Predict the reactants needed to synthesize the given product. Given the product [CH2:15]([OH:16])[C@H:13]1[O:14][C@H:9]([O:8][C@H:6]2[O:7][C@H:2]([CH2:1][OH:23])[C@@H:3]([OH:22])[C@H:4]([OH:21])[C@H:5]2[OH:20])[C@H:10]([OH:19])[C@@H:11]([OH:18])[C@@H:12]1[OH:17].[C:24]([O-:36])(=[O:35])[CH2:25][C:26]([CH2:31][C:32]([O-:34])=[O:33])([C:28]([O-:30])=[O:29])[OH:27], predict the reactants needed to synthesize it. The reactants are: [CH2:1]([OH:23])[C@H:2]1[O:7][C@H:6]([O:8][C@H:9]2[O:14][C@H:13]([CH2:15][OH:16])[C@@H:12]([OH:17])[C@H:11]([OH:18])[C@H:10]2[OH:19])[C@H:5]([OH:20])[C@@H:4]([OH:21])[C@@H:3]1[OH:22].[C:24]([OH:36])(=[O:35])[CH2:25][C:26]([CH2:31][C:32]([OH:34])=[O:33])([C:28]([OH:30])=[O:29])[OH:27].C([O-])(=O)CC(CC([O-])=O)(C([O-])=O)O.[Na+].[Na+].[Na+].